The task is: Regression. Given two drug SMILES strings and cell line genomic features, predict the synergy score measuring deviation from expected non-interaction effect.. This data is from NCI-60 drug combinations with 297,098 pairs across 59 cell lines. (1) Drug 1: C1CCC(C1)C(CC#N)N2C=C(C=N2)C3=C4C=CNC4=NC=N3. Drug 2: C1=CC(=CC=C1CCC2=CNC3=C2C(=O)NC(=N3)N)C(=O)NC(CCC(=O)O)C(=O)O. Cell line: SK-OV-3. Synergy scores: CSS=24.6, Synergy_ZIP=-3.72, Synergy_Bliss=-7.71, Synergy_Loewe=-15.6, Synergy_HSA=-7.18. (2) Drug 1: CC1OCC2C(O1)C(C(C(O2)OC3C4COC(=O)C4C(C5=CC6=C(C=C35)OCO6)C7=CC(=C(C(=C7)OC)O)OC)O)O. Drug 2: CCC1=C2CN3C(=CC4=C(C3=O)COC(=O)C4(CC)O)C2=NC5=C1C=C(C=C5)O. Cell line: U251. Synergy scores: CSS=67.1, Synergy_ZIP=-1.85, Synergy_Bliss=-1.81, Synergy_Loewe=1.48, Synergy_HSA=4.15. (3) Synergy scores: CSS=-2.52, Synergy_ZIP=4.58, Synergy_Bliss=3.99, Synergy_Loewe=-7.43, Synergy_HSA=-5.89. Drug 1: CN(C)N=NC1=C(NC=N1)C(=O)N. Drug 2: COC1=C2C(=CC3=C1OC=C3)C=CC(=O)O2. Cell line: SF-539. (4) Cell line: MCF7. Synergy scores: CSS=25.1, Synergy_ZIP=-0.185, Synergy_Bliss=-1.10, Synergy_Loewe=-1.11, Synergy_HSA=-0.0522. Drug 1: CN1C2=C(C=C(C=C2)N(CCCl)CCCl)N=C1CCCC(=O)O.Cl. Drug 2: CC12CCC3C(C1CCC2O)C(CC4=C3C=CC(=C4)O)CCCCCCCCCS(=O)CCCC(C(F)(F)F)(F)F. (5) Drug 1: C1=NNC2=C1C(=O)NC=N2. Drug 2: N.N.Cl[Pt+2]Cl. Cell line: HCT116. Synergy scores: CSS=42.4, Synergy_ZIP=-0.374, Synergy_Bliss=0.340, Synergy_Loewe=0.509, Synergy_HSA=4.36. (6) Drug 1: C1CCC(CC1)NC(=O)N(CCCl)N=O. Drug 2: C1=CC(=CC=C1C#N)C(C2=CC=C(C=C2)C#N)N3C=NC=N3. Cell line: SNB-75. Synergy scores: CSS=17.1, Synergy_ZIP=-4.67, Synergy_Bliss=-0.866, Synergy_Loewe=-0.161, Synergy_HSA=-0.108.